Dataset: Forward reaction prediction with 1.9M reactions from USPTO patents (1976-2016). Task: Predict the product of the given reaction. (1) Given the reactants [NH:1]1[CH2:8][CH2:7][CH2:6][C@H:2]1[C:3]([OH:5])=[O:4].CN1CCOCC1.[F:16][C:17]([F:24])([F:23])[C:18](SCC)=[O:19].C(S)C, predict the reaction product. The product is: [F:16][C:17]([F:24])([F:23])[C:18]([N:1]1[CH2:8][CH2:7][CH2:6][C@H:2]1[C:3]([OH:5])=[O:4])=[O:19]. (2) Given the reactants [O:1]1[CH2:6][CH2:5]OCC1.[Se](=O)=O.[F:10][C:11]1[CH:16]=[CH:15][C:14]([NH:17][C:18]2[N:19]([CH3:34])[C:20]3[C:29]4[C:28](=[O:30])[NH:27][C:26](C)=[C:25](C)[C:24]=4[CH:23]=[CH:22][C:21]=3[N:33]=2)=[C:13]([CH3:35])[CH:12]=1.[Se], predict the reaction product. The product is: [F:10][C:11]1[CH:16]=[CH:15][C:14]([NH:17][C:18]2[N:19]([CH3:34])[C:20]3[C:29]4[C:28](=[O:30])[NH:27][C:5]([CH:6]=[O:1])=[C:25]([CH3:26])[C:24]=4[CH:23]=[CH:22][C:21]=3[N:33]=2)=[C:13]([CH3:35])[CH:12]=1. (3) Given the reactants C([N:3]([CH2:6]C)CC)C.C1(P(N=[N+]=[N-])(C2C=CC=CC=2)=[O:15])C=CC=CC=1.[N:25]1[N:29]2[CH:30]=[CH:31][CH:32]=[N:33][C:28]2=[C:27]([C:34]2[CH:42]=[C:41]([NH:43][CH:44]3[CH2:49][CH2:48][O:47][CH2:46][CH2:45]3)[C:37](C(O)=O)=[CH:36][N:35]=2)[CH:26]=1, predict the reaction product. The product is: [N:25]1[N:29]2[CH:30]=[CH:31][CH:32]=[N:33][C:28]2=[C:27]([C:34]2[N:35]=[CH:36][C:37]3[NH:3][C:6](=[O:15])[N:43]([CH:44]4[CH2:49][CH2:48][O:47][CH2:46][CH2:45]4)[C:41]=3[CH:42]=2)[CH:26]=1. (4) Given the reactants [CH3:1][O:2][C:3]1[CH:4]=[C:5]([CH:31]=[CH:32][C:33]=1[O:34][CH3:35])[CH2:6][CH:7]1[C:16]2[C:11](=[CH:12][C:13]([OH:19])=[C:14]([O:17][CH3:18])[CH:15]=2)[CH2:10][CH2:9][N:8]1[CH2:20][C:21]([NH:23][CH2:24][C:25]1[CH:30]=[CH:29][CH:28]=[CH:27][CH:26]=1)=[O:22].Br[CH2:37][C:38]([O:40][CH2:41][CH3:42])=[O:39], predict the reaction product. The product is: [CH2:41]([O:40][C:38](=[O:39])[CH2:37][O:19][C:13]1[CH:12]=[C:11]2[C:16](=[CH:15][C:14]=1[O:17][CH3:18])[CH:7]([CH2:6][C:5]1[CH:31]=[CH:32][C:33]([O:34][CH3:35])=[C:3]([O:2][CH3:1])[CH:4]=1)[N:8]([CH2:20][C:21](=[O:22])[NH:23][CH2:24][C:25]1[CH:30]=[CH:29][CH:28]=[CH:27][CH:26]=1)[CH2:9][CH2:10]2)[CH3:42]. (5) Given the reactants C([O:4][C@H:5]1[C@H:9]([NH:10][C:11]([O:13][CH2:14][C:15]2[CH:20]=[CH:19][CH:18]=[CH:17][CH:16]=2)=[O:12])[CH2:8][N:7]([C:21]([O:23][C:24]([CH3:27])([CH3:26])[CH3:25])=[O:22])[CH2:6]1)(=O)C.C(=O)([O-])[O-].[K+].[K+].O, predict the reaction product. The product is: [CH2:14]([O:13][C:11]([NH:10][C@H:9]1[C@H:5]([OH:4])[CH2:6][N:7]([C:21]([O:23][C:24]([CH3:27])([CH3:26])[CH3:25])=[O:22])[CH2:8]1)=[O:12])[C:15]1[CH:16]=[CH:17][CH:18]=[CH:19][CH:20]=1. (6) The product is: [NH2:4][C:3]1[C:5]([Br:13])=[CH:6][C:7]([C:9]([F:12])([F:11])[F:10])=[CH:8][C:2]=1[CH:22]=[O:23]. Given the reactants Br[C:2]1[CH:8]=[C:7]([C:9]([F:12])([F:11])[F:10])[CH:6]=[C:5]([Br:13])[C:3]=1[NH2:4].C([Li])CCC.CN([CH:22]=[O:23])C, predict the reaction product.